Task: Regression/Classification. Given a drug SMILES string, predict its absorption, distribution, metabolism, or excretion properties. Task type varies by dataset: regression for continuous measurements (e.g., permeability, clearance, half-life) or binary classification for categorical outcomes (e.g., BBB penetration, CYP inhibition). Dataset: b3db_classification.. Dataset: Blood-brain barrier permeability classification from the B3DB database (1) The molecule is COc1ccc(OC(F)(F)F)cc1CN[C@H]1CCCN[C@H]1c1ccccc1. The result is 1 (penetrates BBB). (2) The drug is CC(C)(Oc1ccc(CCNC(=O)c2ccc(Cl)cc2)cc1)C(=O)O. The result is 0 (does not penetrate BBB). (3) The compound is CC(C)[C@H](NC(=O)[C@H](Cc1ccccc1)NC(=O)CNC(=O)[C@H](C)NC(=O)[C@@H](N)Cc1ccc(O)cc1)C(N)=O. The result is 0 (does not penetrate BBB). (4) The molecule is C=C1/C(=C\C=C2/CCC[C@@]3(C)[C@H]2CC[C@@H]3[C@H](C)CCCC(C)(C)O)C[C@@H](O)C[C@@H]1O. The result is 0 (does not penetrate BBB). (5) The drug is CN(C)CC/C=C1\c2ccccc2CNc2cc(Cl)ccc21. The result is 1 (penetrates BBB). (6) The result is 1 (penetrates BBB). The drug is CNC(=O)Oc1ccc2c(c1)C1(C)CCN(C)C1N2C. (7) The drug is COC12CCC3(CC1C(C)(C)O)C1Cc4ccc(O)c5c4C3(CCN1CC1CC1)C2O5. The result is 1 (penetrates BBB).